This data is from Full USPTO retrosynthesis dataset with 1.9M reactions from patents (1976-2016). The task is: Predict the reactants needed to synthesize the given product. (1) Given the product [OH:44][CH2:45][CH:46]1[CH2:51][NH:50][CH2:49][CH2:48][N:47]1[C:26]1[N:31]=[CH:30][N:29]=[C:28]([NH:32][C:33]2[CH:34]=[C:35]([CH2:39][S:40]([NH2:43])(=[O:42])=[O:41])[CH:36]=[CH:37][CH:38]=2)[N:27]=1, predict the reactants needed to synthesize it. The reactants are: N1(C2N=CN=C(NC3C=C(CS(N)(=O)=O)C=CC=3)N=2)CCCCC1.Cl[C:26]1[N:31]=[CH:30][N:29]=[C:28]([NH:32][C:33]2[CH:34]=[C:35]([CH2:39][S:40]([NH2:43])(=[O:42])=[O:41])[CH:36]=[CH:37][CH:38]=2)[N:27]=1.[OH:44][CH2:45][CH:46]1[CH2:51][NH:50][CH2:49][CH2:48][NH:47]1. (2) Given the product [CH2:1]([O:3][C:4]([C:6]1([C:9]2[CH:10]=[CH:11][C:12]([C:15]3[CH:20]=[CH:19][C:18]([C:21]4[O:25][N:24]=[C:23]([CH3:26])[C:22]=4[CH:27]4[O:37][C:45](=[O:46])[N:29]([CH2:30][C:31]5[CH:36]=[CH:35][CH:34]=[CH:33][CH:32]=5)[CH2:28]4)=[CH:17][CH:16]=3)=[CH:13][CH:14]=2)[CH2:8][CH2:7]1)=[O:5])[CH3:2], predict the reactants needed to synthesize it. The reactants are: [CH2:1]([O:3][C:4]([C:6]1([C:9]2[CH:14]=[CH:13][C:12]([C:15]3[CH:20]=[CH:19][C:18]([C:21]4[O:25][N:24]=[C:23]([CH3:26])[C:22]=4[CH:27]([OH:37])[CH2:28][NH:29][CH2:30][C:31]4[CH:36]=[CH:35][CH:34]=[CH:33][CH:32]=4)=[CH:17][CH:16]=3)=[CH:11][CH:10]=2)[CH2:8][CH2:7]1)=[O:5])[CH3:2].C(N(CC)CC)C.[C:45](Cl)(Cl)=[O:46].CCOC(C)=O. (3) Given the product [Cl:11][C:12]1[C:19]([F:20])=[C:18]([N:7]2[CH2:8][CH2:9][C@H:5]([C:2]([OH:1])([CH3:4])[CH3:3])[C@@H:6]2[CH3:10])[CH:17]=[CH:16][C:13]=1[C:14]#[N:15], predict the reactants needed to synthesize it. The reactants are: [OH:1][C:2]([C@H:5]1[CH2:9][CH2:8][NH:7][C@H:6]1[CH3:10])([CH3:4])[CH3:3].[Cl:11][C:12]1[C:19]([F:20])=[C:18](F)[CH:17]=[CH:16][C:13]=1[C:14]#[N:15].C(=O)([O-])[O-].[Li+].[Li+]. (4) Given the product [Cl:1][C:2]1[N:7]=[C:6]([C:15]([O:17][CH2:18][CH3:19])=[CH2:16])[C:5]([F:9])=[CH:4][N:3]=1, predict the reactants needed to synthesize it. The reactants are: [Cl:1][C:2]1[N:7]=[C:6](Cl)[C:5]([F:9])=[CH:4][N:3]=1.C([Sn](CCCC)(CCCC)[C:15]([O:17][CH2:18][CH3:19])=[CH2:16])CCC. (5) Given the product [Cl:1][C:2]1[CH:3]=[CH:4][C:5]([C:6]([C:8]2[CH:13]=[CH:12][CH:11]=[CH:10][C:9]=2[C:14]2[C:15]([C@@H:20]([NH:21][S@@:22]([C:24]([CH3:25])([CH3:26])[CH3:27])=[O:23])[CH2:42][C:41]([O:40][C:36]([CH3:39])([CH3:38])[CH3:37])=[O:44])=[N:16][O:17][C:18]=2[CH3:19])=[O:7])=[CH:28][CH:29]=1.[Cl:1][C:2]1[CH:3]=[CH:4][C:5]([C:6]([C:8]2[CH:13]=[CH:12][CH:11]=[CH:10][C:9]=2[C:14]2[C:15]([C@H:20]([NH:21][S@@:22]([C:24]([CH3:25])([CH3:26])[CH3:27])=[O:23])[CH2:42][C:41]([O:40][C:36]([CH3:39])([CH3:38])[CH3:37])=[O:44])=[N:16][O:17][C:18]=2[CH3:19])=[O:7])=[CH:28][CH:29]=1, predict the reactants needed to synthesize it. The reactants are: [Cl:1][C:2]1[CH:29]=[CH:28][C:5]([C:6]([C:8]2[CH:13]=[CH:12][CH:11]=[CH:10][C:9]=2[C:14]2[C:15](/[CH:20]=[N:21]/[S@@:22]([C:24]([CH3:27])([CH3:26])[CH3:25])=[O:23])=[N:16][O:17][C:18]=2[CH3:19])=[O:7])=[CH:4][CH:3]=1.C1COCC1.[Cl-].[C:36]([O:40][C:41](=[O:44])[CH2:42][Zn+])([CH3:39])([CH3:38])[CH3:37]. (6) Given the product [S:14]1[CH:15]=[CH:16][CH:17]=[C:13]1[C:10]1[S:9][C:8]([C:6]2[CH:5]=[CH:4][N:3]=[C:2]([NH:19][CH2:20][CH2:21][N:22]3[C:26]4[CH:27]=[CH:28][CH:29]=[CH:30][C:25]=4[NH:24][C:23]3=[O:31])[N:7]=2)=[CH:12][CH:11]=1, predict the reactants needed to synthesize it. The reactants are: Cl[C:2]1[N:7]=[C:6]([C:8]2[S:9][C:10]([C:13]3[S:14][CH:15]=[CH:16][CH:17]=3)=[CH:11][CH:12]=2)[CH:5]=[CH:4][N:3]=1.Cl.[NH2:19][CH2:20][CH2:21][N:22]1[C:26]2[CH:27]=[CH:28][CH:29]=[CH:30][C:25]=2[NH:24][C:23]1=[O:31].C(=O)([O-])[O-].[K+].[K+]. (7) Given the product [O:18]1[C:6]2[C:5](=[CH:10][CH:9]=[CH:8][CH:7]=2)[C:3](=[O:4])[CH:2]=[CH:16]1, predict the reactants needed to synthesize it. The reactants are: O[CH2:2][C:3]([C:5]1[CH:10]=[CH:9][CH:8]=[CH:7][CH:6]=1)=[O:4].CC(C)CCC[C:16](=[O:18])C.N1CCCC1.